From a dataset of Full USPTO retrosynthesis dataset with 1.9M reactions from patents (1976-2016). Predict the reactants needed to synthesize the given product. Given the product [C:1]([C:5]1[CH:6]=[CH:7][C:8]([C:13]2[O:14][CH2:15][C:16]([CH3:19])([CH3:18])[N:17]=2)=[C:9]([CH:10]2[O:40][CH2:39][CH2:38][CH2:37][O:11]2)[CH:12]=1)([CH3:4])([CH3:2])[CH3:3], predict the reactants needed to synthesize it. The reactants are: [C:1]([C:5]1[CH:6]=[CH:7][C:8]([C:13]2[O:14][CH2:15][C:16]([CH3:19])([CH3:18])[N:17]=2)=[C:9]([CH:12]=1)[CH:10]=[O:11])([CH3:4])([CH3:3])[CH3:2].C1(C)C=CC(S([O-])(=O)=O)=CC=1.[NH+]1C=CC=CC=1.[CH2:37](O)[CH2:38][CH2:39][OH:40].